From a dataset of Reaction yield outcomes from USPTO patents with 853,638 reactions. Predict the reaction yield, written as a fraction of the theoretical maximum amount of product (1.0 means a 100% yield; for example, 0.34 means a 34% yield). (1) The reactants are [CH3:1][O:2][C:3]([CH:5]1[CH2:9][CH2:8][CH:7]([OH:10])[N:6]1[C:11]([O:13][C:14]([CH3:17])([CH3:16])[CH3:15])=[O:12])=[O:4].[C:18]1(C)C=CC(S(O)(=O)=O)=CC=1. The catalyst is CO. The product is [CH3:1][O:2][C:3]([CH:5]1[CH2:9][CH2:8][CH:7]([O:10][CH3:18])[N:6]1[C:11]([O:13][C:14]([CH3:17])([CH3:16])[CH3:15])=[O:12])=[O:4]. The yield is 0.830. (2) The reactants are [CH:1]1([OH:6])[CH2:5][CH:4]=[CH:3][CH2:2]1.[N+:7]([C:10]1[CH:18]=[CH:17][C:13]([C:14](Cl)=[O:15])=[CH:12][CH:11]=1)([O-:9])=[O:8]. The catalyst is C(Cl)Cl. The product is [N+:7]([C:10]1[CH:11]=[CH:12][C:13]([C:14]([O:6][CH:1]2[CH2:5][CH:4]=[CH:3][CH2:2]2)=[O:15])=[CH:17][CH:18]=1)([O-:9])=[O:8]. The yield is 0.810. (3) The reactants are [CH:1]1([O:5][C:6]2[C:15](B3OC(C)(C)C(C)(C)O3)=[CH:14][CH:13]=[C:12]3[C:7]=2[CH2:8][CH2:9][C@H:10]([CH3:29])[N:11]3[C:25]([O:27][CH3:28])=[O:26])[CH2:4][CH2:3][CH2:2]1.[CH2:30]([O:37][CH:38]1[CH2:41][CH:40]([N:42]2[CH:46]=[C:45](I)[CH:44]=[N:43]2)[CH2:39]1)[C:31]1[CH:36]=[CH:35][CH:34]=[CH:33][CH:32]=1.C(=O)([O-])[O-].[Na+].[Na+].O1CCOCC1. The catalyst is C(OCC)(=O)C.C1C=CC(P(C2C=CC=CC=2)[C-]2C=CC=C2)=CC=1.C1C=CC(P(C2C=CC=CC=2)[C-]2C=CC=C2)=CC=1.Cl[Pd]Cl.[Fe+2].ClCCl.O. The product is [CH2:30]([O:37][CH:38]1[CH2:39][CH:40]([N:42]2[CH:46]=[C:45]([C:15]3[C:6]([O:5][CH:1]4[CH2:4][CH2:3][CH2:2]4)=[C:7]4[C:12](=[CH:13][CH:14]=3)[N:11]([C:25]([O:27][CH3:28])=[O:26])[C@@H:10]([CH3:29])[CH2:9][CH2:8]4)[CH:44]=[N:43]2)[CH2:41]1)[C:31]1[CH:32]=[CH:33][CH:34]=[CH:35][CH:36]=1. The yield is 0.480. (4) The reactants are [F:1][C:2]1[CH:3]=[CH:4][C:5]([CH2:28][CH2:29][C:30]2[CH:35]=[CH:34][C:33]([O:36][CH2:37][CH2:38][CH2:39][C:40]([F:43])([F:42])[F:41])=[CH:32][C:31]=2[CH3:44])=[C:6]([C:8]2[N:13]=[C:12]([N:14]3[C:18]([C:19]([F:22])([F:21])[F:20])=[C:17]([C:23]([O:25]CC)=[O:24])[CH:16]=[N:15]3)[CH:11]=[CH:10][CH:9]=2)[CH:7]=1.[OH-].[Na+]. The catalyst is CCO.O. The product is [F:1][C:2]1[CH:3]=[CH:4][C:5]([CH2:28][CH2:29][C:30]2[CH:35]=[CH:34][C:33]([O:36][CH2:37][CH2:38][CH2:39][C:40]([F:41])([F:42])[F:43])=[CH:32][C:31]=2[CH3:44])=[C:6]([C:8]2[N:13]=[C:12]([N:14]3[C:18]([C:19]([F:22])([F:20])[F:21])=[C:17]([C:23]([OH:25])=[O:24])[CH:16]=[N:15]3)[CH:11]=[CH:10][CH:9]=2)[CH:7]=1. The yield is 0.347. (5) The reactants are O[CH:2]=[C:3]1[C:11]2[C:6](=[CH:7][C:8]([S:12][C:13]3[CH:14]=[C:15]([CH:20]=[CH:21][CH:22]=3)[C:16]([NH:18][CH3:19])=[O:17])=[CH:9][CH:10]=2)[NH:5][C:4]1=[O:23].[CH3:24][N:25]1[CH2:30][CH2:29][N:28]([C:31]2[CH:36]=[CH:35][C:34]([NH2:37])=[CH:33][CH:32]=2)[CH2:27][CH2:26]1. The catalyst is C1COCC1. The product is [CH3:19][NH:18][C:16](=[O:17])[C:15]1[CH:20]=[CH:21][CH:22]=[C:13]([S:12][C:8]2[CH:7]=[C:6]3[C:11]([C:3](=[CH:2][NH:37][C:34]4[CH:33]=[CH:32][C:31]([N:28]5[CH2:27][CH2:26][N:25]([CH3:24])[CH2:30][CH2:29]5)=[CH:36][CH:35]=4)[C:4](=[O:23])[NH:5]3)=[CH:10][CH:9]=2)[CH:14]=1. The yield is 0.390.